Dataset: Catalyst prediction with 721,799 reactions and 888 catalyst types from USPTO. Task: Predict which catalyst facilitates the given reaction. (1) Reactant: [CH3:1][S:2]([NH:5][C:6]1[C:7]([C:19]2[CH:24]=[CH:23][CH:22]=[CH:21][CH:20]=2)=[N:8][C:9]2[C:14]([C:15]=1[C:16]([OH:18])=O)=[CH:13][CH:12]=[CH:11][CH:10]=2)(=[O:4])=[O:3].C1C=C2N=NN(O)C2=CC=1.O.CN1CCOCC1.CCN=C=NCCCN(C)C.Cl.[C:55]1([C@@H:61]([NH2:64])[CH2:62][CH3:63])[CH:60]=[CH:59][CH:58]=[CH:57][CH:56]=1. Product: [CH3:1][S:2]([NH:5][C:6]1[C:7]([C:19]2[CH:24]=[CH:23][CH:22]=[CH:21][CH:20]=2)=[N:8][C:9]2[C:14]([C:15]=1[C:16]([NH:64][C@H:61]([C:55]1[CH:60]=[CH:59][CH:58]=[CH:57][CH:56]=1)[CH2:62][CH3:63])=[O:18])=[CH:13][CH:12]=[CH:11][CH:10]=2)(=[O:4])=[O:3]. The catalyst class is: 7. (2) Reactant: [CH3:1][S:2]([CH2:5][CH2:6][NH2:7])(=[O:4])=[O:3].CCN(C(C)C)C(C)C.[Na+].[Cl:18][C:19]1[CH:20]=[C:21]([NH:33][C:34]2[C:43]3[C:38](=[CH:39][CH:40]=[CH:41][C:42]=3[O:44][CH2:45][C:46]([O-])=[O:47])[N:37]=[CH:36][N:35]=2)[CH:22]=[CH:23][C:24]=1[O:25][CH2:26][C:27]1[CH:32]=[CH:31][CH:30]=[CH:29][N:28]=1.CN(C(ON1N=NC2C=CC=NC1=2)=[N+](C)C)C.F[P-](F)(F)(F)(F)F. Product: [Cl:18][C:19]1[CH:20]=[C:21]([NH:33][C:34]2[C:43]3[C:38](=[CH:39][CH:40]=[CH:41][C:42]=3[O:44][CH2:45][C:46]([NH:7][CH2:6][CH2:5][S:2]([CH3:1])(=[O:4])=[O:3])=[O:47])[N:37]=[CH:36][N:35]=2)[CH:22]=[CH:23][C:24]=1[O:25][CH2:26][C:27]1[CH:32]=[CH:31][CH:30]=[CH:29][N:28]=1. The catalyst class is: 3. (3) Reactant: Cl.[NH2:2][CH2:3][C:4]([O:6][CH3:7])=[O:5].Cl[C:9]1[C:14]([N+:15]([O-:17])=[O:16])=[CH:13][CH:12]=[CH:11][N:10]=1.C(N(CC)CC)C. Product: [N+:15]([C:14]1[C:9]([NH:2][CH2:3][C:4]([O:6][CH3:7])=[O:5])=[N:10][CH:11]=[CH:12][CH:13]=1)([O-:17])=[O:16]. The catalyst class is: 9. (4) Reactant: [NH2:1][C:2]1[CH:7]=[CH:6][CH:5]=[CH:4][CH:3]=1.ClC([O:11][CH3:12])=O.C(N([CH2:18][CH3:19])CC)C.[NH2:20][OH:21].[CH3:22][OH:23]. Product: [CH:5]1[CH:4]=[CH:3][C:2]([NH:1][C:22]([CH2:7][CH2:2][CH2:3][CH2:4][CH2:18][CH2:19][C:12]([NH:20][OH:21])=[O:11])=[O:23])=[CH:7][CH:6]=1. The catalyst class is: 2. (5) Reactant: O=[C:2]1[C:10]2C(=CC=CC=2)C(=O)[N:3]1[O:12][CH2:13][C:14]([O:16]C)=[O:15].O.NN.[F:21][C:22]1[C:31]([CH:32]([C:34]2[N:38]3[N:39]=[C:40](C(=O)C)[CH:41]=[CH:42][C:37]3=[N:36][N:35]=2)[CH3:33])=[C:30]([F:46])[CH:29]=[C:28]2[C:23]=1[CH:24]=[CH:25][CH:26]=[N:27]2.Cl. Product: [F:21][C:22]1[C:31]([CH:32]([C:34]2[N:38]3[N:39]=[C:40](/[C:2](=[N:3]/[O:12][CH2:13][C:14]([OH:16])=[O:15])/[CH3:10])[CH:41]=[CH:42][C:37]3=[N:36][N:35]=2)[CH3:33])=[C:30]([F:46])[CH:29]=[C:28]2[C:23]=1[CH:24]=[CH:25][CH:26]=[N:27]2. The catalyst class is: 5. (6) Reactant: [CH:1]1([C:4]2[NH:8][N:7]=[C:6]([NH:9][C:10]3[C:17]([F:18])=[C:16](I)[C:13]([C:14]#[N:15])=[C:12]([NH:20][C@H:21]([C:23]4[CH:28]=[CH:27][C:26]([F:29])=[CH:25][CH:24]=4)[CH3:22])[N:11]=3)[CH:5]=2)[CH2:3][CH2:2]1.C[CH2:31][N:32](C(C)C)C(C)C.CN.C(Cl)Cl. Product: [CH:1]1([C:4]2[NH:8][N:7]=[C:6]([NH:9][C:10]3[C:17]([F:18])=[C:16]([NH:32][CH3:31])[C:13]([C:14]#[N:15])=[C:12]([NH:20][C@H:21]([C:23]4[CH:28]=[CH:27][C:26]([F:29])=[CH:25][CH:24]=4)[CH3:22])[N:11]=3)[CH:5]=2)[CH2:3][CH2:2]1. The catalyst class is: 114. (7) Reactant: [C:1]([Mg]Cl)#[CH:2].[CH3:5][C:6]1[N:11]=[C:10](/[C:12](=[N:14]/[O:15][CH2:16][CH2:17][CH2:18][C:19]2[N:24]=[C:23]([CH:25]=[O:26])[CH:22]=[CH:21][CH:20]=2)/[CH3:13])[CH:9]=[CH:8][CH:7]=1.[Cl-].[NH4+]. Product: [OH:26][CH:25]([C:23]1[N:24]=[C:19]([CH2:18][CH2:17][CH2:16][O:15]/[N:14]=[C:12](/[C:10]2[CH:9]=[CH:8][CH:7]=[C:6]([CH3:5])[N:11]=2)\[CH3:13])[CH:20]=[CH:21][CH:22]=1)[C:1]#[CH:2]. The catalyst class is: 56.